Dataset: NCI-60 drug combinations with 297,098 pairs across 59 cell lines. Task: Regression. Given two drug SMILES strings and cell line genomic features, predict the synergy score measuring deviation from expected non-interaction effect. (1) Drug 1: CC12CCC3C(C1CCC2=O)CC(=C)C4=CC(=O)C=CC34C. Drug 2: CN1C(=O)N2C=NC(=C2N=N1)C(=O)N. Cell line: HT29. Synergy scores: CSS=37.9, Synergy_ZIP=3.22, Synergy_Bliss=4.35, Synergy_Loewe=-16.6, Synergy_HSA=1.28. (2) Synergy scores: CSS=22.8, Synergy_ZIP=2.60, Synergy_Bliss=1.59, Synergy_Loewe=-43.4, Synergy_HSA=-6.01. Cell line: HCT116. Drug 2: C1C(C(OC1N2C=NC3=C(N=C(N=C32)Cl)N)CO)O. Drug 1: CC1=CC=C(C=C1)C2=CC(=NN2C3=CC=C(C=C3)S(=O)(=O)N)C(F)(F)F. (3) Drug 1: CC1=C(N=C(N=C1N)C(CC(=O)N)NCC(C(=O)N)N)C(=O)NC(C(C2=CN=CN2)OC3C(C(C(C(O3)CO)O)O)OC4C(C(C(C(O4)CO)O)OC(=O)N)O)C(=O)NC(C)C(C(C)C(=O)NC(C(C)O)C(=O)NCCC5=NC(=CS5)C6=NC(=CS6)C(=O)NCCC[S+](C)C)O. Drug 2: CN(CC1=CN=C2C(=N1)C(=NC(=N2)N)N)C3=CC=C(C=C3)C(=O)NC(CCC(=O)O)C(=O)O. Cell line: SNB-19. Synergy scores: CSS=42.3, Synergy_ZIP=-0.0831, Synergy_Bliss=5.22, Synergy_Loewe=-13.8, Synergy_HSA=4.32. (4) Drug 1: CCCS(=O)(=O)NC1=C(C(=C(C=C1)F)C(=O)C2=CNC3=C2C=C(C=N3)C4=CC=C(C=C4)Cl)F. Drug 2: CC=C1C(=O)NC(C(=O)OC2CC(=O)NC(C(=O)NC(CSSCCC=C2)C(=O)N1)C(C)C)C(C)C. Cell line: NCI-H226. Synergy scores: CSS=47.3, Synergy_ZIP=0.107, Synergy_Bliss=-2.12, Synergy_Loewe=-52.7, Synergy_HSA=-3.09. (5) Drug 1: CC1=C(C(CCC1)(C)C)C=CC(=CC=CC(=CC(=O)O)C)C. Drug 2: CCN(CC)CCNC(=O)C1=C(NC(=C1C)C=C2C3=C(C=CC(=C3)F)NC2=O)C. Cell line: MALME-3M. Synergy scores: CSS=5.32, Synergy_ZIP=-4.12, Synergy_Bliss=-1.70, Synergy_Loewe=-5.08, Synergy_HSA=-3.71. (6) Drug 1: C1=NC2=C(N1)C(=S)N=CN2. Synergy scores: CSS=8.23, Synergy_ZIP=3.48, Synergy_Bliss=6.33, Synergy_Loewe=0.743, Synergy_HSA=2.72. Cell line: EKVX. Drug 2: CC12CCC3C(C1CCC2OP(=O)(O)O)CCC4=C3C=CC(=C4)OC(=O)N(CCCl)CCCl.[Na+]. (7) Drug 1: COC1=C(C=C2C(=C1)N=CN=C2NC3=CC(=C(C=C3)F)Cl)OCCCN4CCOCC4. Drug 2: C1=CC(=CC=C1CCCC(=O)O)N(CCCl)CCCl. Cell line: LOX IMVI. Synergy scores: CSS=28.1, Synergy_ZIP=-3.29, Synergy_Bliss=1.46, Synergy_Loewe=1.69, Synergy_HSA=3.92.